Regression. Given a peptide amino acid sequence and an MHC pseudo amino acid sequence, predict their binding affinity value. This is MHC class I binding data. From a dataset of Peptide-MHC class I binding affinity with 185,985 pairs from IEDB/IMGT. (1) The peptide sequence is NLKLYGAEF. The MHC is HLA-A02:01 with pseudo-sequence HLA-A02:01. The binding affinity (normalized) is 0.0847. (2) The peptide sequence is ISVQPLWEW. The MHC is HLA-A11:01 with pseudo-sequence HLA-A11:01. The binding affinity (normalized) is 0.0847. (3) The peptide sequence is NRDTWGTTQCL. The MHC is HLA-B27:05 with pseudo-sequence HLA-B27:05. The binding affinity (normalized) is 0.0757. (4) The peptide sequence is VTLAILTALR. The MHC is HLA-A31:01 with pseudo-sequence HLA-A31:01. The binding affinity (normalized) is 0.760.